Dataset: Forward reaction prediction with 1.9M reactions from USPTO patents (1976-2016). Task: Predict the product of the given reaction. (1) Given the reactants [CH3:1][C:2]1[N:3]=[CH:4][C:5]([C:8](Cl)=[O:9])=[N:6][CH:7]=1.[NH2:11][CH2:12][C:13]1[C:18]([C:19]([F:22])([F:21])[F:20])=[N:17][C:16]2[N:23]([CH2:26][CH3:27])[N:24]=[CH:25][C:15]=2[C:14]=1[NH:28][CH:29]1[CH2:34][CH2:33][O:32][CH2:31][CH2:30]1.C(N(C(C)C)CC)(C)C, predict the reaction product. The product is: [CH2:26]([N:23]1[C:16]2=[N:17][C:18]([C:19]([F:20])([F:21])[F:22])=[C:13]([CH2:12][NH:11][C:8]([C:5]3[CH:4]=[N:3][C:2]([CH3:1])=[CH:7][N:6]=3)=[O:9])[C:14]([NH:28][CH:29]3[CH2:30][CH2:31][O:32][CH2:33][CH2:34]3)=[C:15]2[CH:25]=[N:24]1)[CH3:27]. (2) The product is: [CH2:44]([O:46][C:47](=[O:56])[CH2:48][C:49]1[CH:50]=[N:51][C:52]([C:28]2[CH:29]=[CH:30][C:25]([C:22]([C:19]3[CH:20]=[CH:21][C:16]([CH2:15][CH2:14][CH:9]([O:8][Si:5]([C:1]([CH3:4])([CH3:3])[CH3:2])([CH3:6])[CH3:7])[C:10]([CH3:11])([CH3:13])[CH3:12])=[C:17]([CH3:43])[CH:18]=3)([CH2:23][CH3:24])[CH2:41][CH3:42])=[CH:26][C:27]=2[CH3:40])=[N:53][CH:54]=1)[CH3:45]. Given the reactants [C:1]([Si:5]([O:8][CH:9]([CH2:14][CH2:15][C:16]1[CH:21]=[CH:20][C:19]([C:22]([CH2:41][CH3:42])([C:25]2[CH:30]=[CH:29][C:28](B3OC(C)(C)C(C)(C)O3)=[C:27]([CH3:40])[CH:26]=2)[CH2:23][CH3:24])=[CH:18][C:17]=1[CH3:43])[C:10]([CH3:13])([CH3:12])[CH3:11])([CH3:7])[CH3:6])([CH3:4])([CH3:3])[CH3:2].[CH2:44]([O:46][C:47](=[O:56])[CH2:48][C:49]1[CH:50]=[N:51][C:52](Br)=[N:53][CH:54]=1)[CH3:45].P([O-])([O-])([O-])=O.[K+].[K+].[K+], predict the reaction product. (3) Given the reactants [OH:1][C:2]1[CH:3]=[C:4]([CH:7]=[C:8]([OH:10])[CH:9]=1)[CH:5]=[O:6].CN(C=O)C.CC(C)([O-])C.[F:21][C:22]1[CH:29]=[CH:28][CH:27]=[CH:26][C:23]=1[CH2:24]Br, predict the reaction product. The product is: [F:21][C:22]1[CH:29]=[CH:28][CH:27]=[CH:26][C:23]=1[CH2:24][O:1][C:2]1[CH:3]=[C:4]([CH:7]=[C:8]([OH:10])[CH:9]=1)[CH:5]=[O:6]. (4) Given the reactants [C:1]([O:10][CH3:11])(=[O:9])[C:2]1[C:3](=[CH:5][CH:6]=[CH:7][CH:8]=1)[OH:4].[C:12]([O-])([O-])=[O:13].[K+].[K+].C[C:19]([CH3:21])=[O:20], predict the reaction product. The product is: [CH3:11][O:10][C:1](=[O:9])[C:2]1[CH:8]=[CH:7][CH:6]=[CH:5][C:3]=1[O:4][CH2:21][C:19]([O:13][CH3:12])=[O:20]. (5) Given the reactants [Cl:1][C:2]1[C:3]2[NH:11][CH:10]=[C:9]([CH2:12][C:13]3[C:18]([CH3:19])=[C:17]([O:20][CH3:21])[C:16]([CH3:22])=[CH:15][N:14]=3)[C:4]=2[N:5]=[C:6]([NH2:8])[N:7]=1.[H-].[Na+].Br[CH2:26][CH2:27][O:28][Si:29]([C:32]([CH3:35])([CH3:34])[CH3:33])([CH3:31])[CH3:30], predict the reaction product. The product is: [Si:29]([O:28][CH2:27][CH2:26][N:11]1[C:3]2[C:2]([Cl:1])=[N:7][C:6]([NH2:8])=[N:5][C:4]=2[C:9]([CH2:12][C:13]2[C:18]([CH3:19])=[C:17]([O:20][CH3:21])[C:16]([CH3:22])=[CH:15][N:14]=2)=[CH:10]1)([C:32]([CH3:35])([CH3:34])[CH3:33])([CH3:31])[CH3:30]. (6) Given the reactants [Cl:1][C:2]1[CH:3]=[C:4]([C:8]2[N:9]=[C:10]([CH2:20][C:21]3[CH:26]=[CH:25][C:24]([CH2:27][C:28](OC)=[O:29])=[CH:23][CH:22]=3)[C:11]3[S:17](=[O:19])(=[O:18])[CH2:16][CH2:15][CH2:14][C:12]=3[N:13]=2)[CH:5]=[CH:6][CH:7]=1.CC(C[AlH]CC(C)C)C, predict the reaction product. The product is: [Cl:1][C:2]1[CH:3]=[C:4]([C:8]2[N:9]=[C:10]([CH2:20][C:21]3[CH:22]=[CH:23][C:24]([CH2:27][CH2:28][OH:29])=[CH:25][CH:26]=3)[C:11]3[S:17](=[O:18])(=[O:19])[CH2:16][CH2:15][CH2:14][C:12]=3[N:13]=2)[CH:5]=[CH:6][CH:7]=1. (7) Given the reactants C1([C:4]2[CH:11]=[CH:10][C:7]([CH:8]=[O:9])=[CH:6][CH:5]=2)CC1.BrC1C=CC2[O:17][C:18]([CH3:21])([CH3:20])[O:19]C=2C=1.[Li]CCCC.CCCCCC.CN(C=O)C, predict the reaction product. The product is: [CH3:20][C:18]1([CH3:21])[O:19][C:4]2[CH:5]=[CH:6][C:7]([CH:8]=[O:9])=[CH:10][C:11]=2[O:17]1. (8) Given the reactants [BH4-].[Li+].[Cl:3][C:4]1[CH:5]=[CH:6][C:7]([C:26](OC)=[O:27])=[C:8]2[C:12]=1[N:11]=[C:10]1[N:13]([C:17]3[C:22]([CH3:23])=[CH:21][C:20]([Cl:24])=[CH:19][C:18]=3[Cl:25])[CH2:14][CH2:15][CH2:16][N:9]21, predict the reaction product. The product is: [Cl:3][C:4]1[C:12]2[N:11]=[C:10]3[N:13]([C:17]4[C:22]([CH3:23])=[CH:21][C:20]([Cl:24])=[CH:19][C:18]=4[Cl:25])[CH2:14][CH2:15][CH2:16][N:9]3[C:8]=2[C:7]([CH2:26][OH:27])=[CH:6][CH:5]=1. (9) Given the reactants [Fe:1].[C:2]([OH:5])(=[O:4])[CH3:3], predict the reaction product. The product is: [C:2]([O-:5])(=[O:4])[CH3:3].[Fe+2:1].[C:2]([O-:5])(=[O:4])[CH3:3]. (10) Given the reactants [C:1]([O:8]CC)(=[O:7])[C:2]([O:4]CC)=O.[O-:11][CH2:12]C.[Na+].CO[CH2:17][C:18]([C:20]1[CH:25]=[CH:24][CH:23]=[CH:22][CH:21]=1)=[O:19], predict the reaction product. The product is: [CH3:12][O:11][C:25]1[CH:24]=[CH:23][CH:22]=[CH:21][C:20]=1[C:18](=[O:19])[CH2:17][C:2](=[O:4])[C:1]([OH:8])=[O:7].